Dataset: Forward reaction prediction with 1.9M reactions from USPTO patents (1976-2016). Task: Predict the product of the given reaction. (1) The product is: [Cl:15][C:16]1[CH:33]=[CH:32][C:19]2[N:20]([CH2:25][CH2:26][CH2:27][S:28]([CH3:31])(=[O:29])=[O:30])[C:21]([CH2:23][N:7]3[C:8]4[C:4](=[CH:3][C:2]([F:1])=[CH:10][CH:9]=4)[C:5]([S:11]([CH3:14])(=[O:12])=[O:13])=[CH:6]3)=[N:22][C:18]=2[CH:17]=1. Given the reactants [F:1][C:2]1[CH:3]=[C:4]2[C:8](=[CH:9][CH:10]=1)[NH:7][CH:6]=[C:5]2[S:11]([CH3:14])(=[O:13])=[O:12].[Cl:15][C:16]1[CH:33]=[CH:32][C:19]2[N:20]([CH2:25][CH2:26][CH2:27][S:28]([CH3:31])(=[O:30])=[O:29])[C:21]([CH2:23]Cl)=[N:22][C:18]=2[CH:17]=1, predict the reaction product. (2) The product is: [Br:30][CH2:2][C:1]([C:4]1[CH:5]=[CH:6][C:7]([O:22][CH2:23][C:24]2[CH:25]=[CH:26][CH:27]=[CH:28][CH:29]=2)=[C:8]([N:10]([CH2:15][C:16]2[CH:21]=[CH:20][CH:19]=[CH:18][CH:17]=2)[S:11]([CH3:14])(=[O:13])=[O:12])[CH:9]=1)=[O:3]. Given the reactants [C:1]([C:4]1[CH:5]=[CH:6][C:7]([O:22][CH2:23][C:24]2[CH:29]=[CH:28][CH:27]=[CH:26][CH:25]=2)=[C:8]([N:10]([CH2:15][C:16]2[CH:21]=[CH:20][CH:19]=[CH:18][CH:17]=2)[S:11]([CH3:14])(=[O:13])=[O:12])[CH:9]=1)(=[O:3])[CH3:2].[Br-:30].[Br-].[Br-].C1([N+](C)(C)C)C=CC=CC=1.C1([N+](C)(C)C)C=CC=CC=1.C1([N+](C)(C)C)C=CC=CC=1, predict the reaction product.